Dataset: Forward reaction prediction with 1.9M reactions from USPTO patents (1976-2016). Task: Predict the product of the given reaction. (1) Given the reactants C([N:14]1[C:18]2[CH:19]=[C:20]([C:23]3[CH:57]=[C:56]([CH3:58])[CH:55]=[CH:54][C:24]=3[O:25][C:26]3[C:31]([F:32])=[CH:30][C:29]([S:33]([N:36](CC4C=CC(OC)=CC=4OC)[C:37]4[S:41][N:40]=[CH:39][N:38]=4)(=[O:35])=[O:34])=[C:28]([F:53])[CH:27]=3)[CH:21]=[CH:22][C:17]=2[O:16][C:15]1=[O:59])(C1C=CC=CC=1)C1C=CC=CC=1.C([SiH](CC)CC)C.FC(F)(F)S(O)(=O)=O, predict the reaction product. The product is: [F:53][C:28]1[CH:27]=[C:26]([O:25][C:24]2[CH:54]=[CH:55][C:56]([CH3:58])=[CH:57][C:23]=2[C:20]2[CH:21]=[CH:22][C:17]3[O:16][C:15](=[O:59])[NH:14][C:18]=3[CH:19]=2)[C:31]([F:32])=[CH:30][C:29]=1[S:33]([NH:36][C:37]1[S:41][N:40]=[CH:39][N:38]=1)(=[O:34])=[O:35]. (2) Given the reactants [N:1]([CH2:4][CH2:5][CH2:6][C:7]1([C:23]2[CH:28]=[CH:27][CH:26]=[CH:25][CH:24]=2)[N:11]([C:12](=[S:14])[NH2:13])[N:10]=[C:9]([C:15]2[CH:20]=[C:19]([F:21])[CH:18]=[CH:17][C:16]=2[F:22])[S:8]1)=[N+:2]=[N-:3].Br[CH2:30][C:31](=O)[C:32]([O:34][CH2:35][CH3:36])=[O:33], predict the reaction product. The product is: [N:1]([CH2:4][CH2:5][CH2:6][C:7]1([C:23]2[CH:28]=[CH:27][CH:26]=[CH:25][CH:24]=2)[N:11]([C:12]2[S:14][CH:30]=[C:31]([C:32]([O:34][CH2:35][CH3:36])=[O:33])[N:13]=2)[N:10]=[C:9]([C:15]2[CH:20]=[C:19]([F:21])[CH:18]=[CH:17][C:16]=2[F:22])[S:8]1)=[N+:2]=[N-:3]. (3) Given the reactants [C:1]([O:5][CH2:6][C:7]1[CH:12]=[CH:11][CH:10]=[C:9]([C:13]([F:16])([F:15])[F:14])[CH:8]=1)(=[O:4])[CH:2]=[CH2:3].[N:17]1[CH:22]=[CH:21][CH:20]=[C:19]([CH:23]=[O:24])[CH:18]=1.N12CCN(CC1)CC2, predict the reaction product. The product is: [OH:24][CH:23]([C:19]1[CH:18]=[N:17][CH:22]=[CH:21][CH:20]=1)[C:2](=[CH2:3])[C:1]([O:5][CH2:6][C:7]1[CH:12]=[CH:11][CH:10]=[C:9]([C:13]([F:14])([F:15])[F:16])[CH:8]=1)=[O:4]. (4) Given the reactants [F:1][C:2]([F:29])([F:28])[C:3]1[C:12]([O:13][CH:14]2[CH2:19][CH2:18][CH:17]([C:20]([F:23])([F:22])[F:21])[CH2:16][CH2:15]2)=[CH:11][CH:10]=[C:9]2[C:4]=1[CH:5]=[CH:6][C:7]([CH:24]([OH:27])[CH2:25][CH3:26])=[CH:8]2.C(N(CC)C(C)C)(C)C.[CH3:39][S:40](Cl)(=[O:42])=[O:41], predict the reaction product. The product is: [CH3:39][S:40]([O:27][CH:24]([C:7]1[CH:6]=[CH:5][C:4]2[C:9](=[CH:10][CH:11]=[C:12]([O:13][C@H:14]3[CH2:15][CH2:16][C@@H:17]([C:20]([F:22])([F:23])[F:21])[CH2:18][CH2:19]3)[C:3]=2[C:2]([F:28])([F:29])[F:1])[CH:8]=1)[CH2:25][CH3:26])(=[O:42])=[O:41]. (5) The product is: [NH2:19][C:14]1[N:13]=[CH:12][C:11]2[C:16](=[CH:17][CH:18]=[C:9]([C:59]3[CH:60]=[CH:61][C:62]([O:78][CH3:79])=[C:63]([CH:77]=3)[C:64]([NH:66][C:67]3[CH:72]=[CH:71][CH:70]=[C:69]([C:73]([F:76])([F:75])[F:74])[CH:68]=3)=[O:65])[CH:10]=2)[N:15]=1. Given the reactants CC1(C)C(C)(C)OB([C:9]2[CH:10]=[C:11]3[C:16](=[CH:17][CH:18]=2)[N:15]=[C:14]([NH2:19])[N:13]=[CH:12]3)O1.C1(P(C2CCCCC2)C2C=CC=CC=2C2C(OC)=CC=CC=2OC)CCCCC1.[O-]P([O-])([O-])=O.[K+].[K+].[K+].Cl[C:59]1[CH:60]=[CH:61][C:62]([O:78][CH3:79])=[C:63]([CH:77]=1)[C:64]([NH:66][C:67]1[CH:72]=[CH:71][CH:70]=[C:69]([C:73]([F:76])([F:75])[F:74])[CH:68]=1)=[O:65], predict the reaction product.